This data is from Full USPTO retrosynthesis dataset with 1.9M reactions from patents (1976-2016). The task is: Predict the reactants needed to synthesize the given product. Given the product [CH3:43][C:44]([CH3:48])([CH3:47])[CH2:45][NH:46][CH2:33][C:35]1[S:39][C:38]([B:40]([OH:42])[OH:41])=[CH:37][CH:36]=1, predict the reactants needed to synthesize it. The reactants are: C(NCC1SC(C2C=C3C(=C(C(N)=O)C=2)NC=C3C2CCN(S(CC)(=O)=O)CC2)=CC=1)C.[CH:33]([C:35]1[S:39][C:38]([B:40]([OH:42])[OH:41])=[CH:37][CH:36]=1)=O.[CH3:43][C:44]([CH3:48])([CH3:47])[CH2:45][NH2:46].[BH3-]C#N.[Na+].